Dataset: Forward reaction prediction with 1.9M reactions from USPTO patents (1976-2016). Task: Predict the product of the given reaction. (1) Given the reactants [CH3:1][C@@H:2]1[O:7][C@@H:6]([O:8][C@@H:9]2[C:14]3=[C:15]([OH:32])[C:16]4[C:28](=[O:29])[C:27]5[C:22](=[CH:23][CH:24]=[CH:25][C:26]=5[O:30][CH3:31])[C:20](=[O:21])[C:17]=4[C:18]([OH:19])=[C:13]3[CH2:12][C@@:11]([OH:37])([C:33]([CH2:35][OH:36])=[O:34])[CH2:10]2)[CH2:5][C@H:4]([NH2:38])[C@@H:3]1[OH:39].Cl.CCN(C(C)C)C(C)C.C(Cl)CCl.ON1C2C=CC=CC=2N=N1.[CH2:64]([CH2:69][NH2:70])[CH2:65][C:66]([OH:68])=[O:67], predict the reaction product. The product is: [CH2:64]([CH2:69][NH2:70])[CH2:65][C:66]([OH:68])=[O:67].[CH3:1][C@@H:2]1[O:7][C@@H:6]([O:8][C@@H:9]2[C:14]3=[C:15]([OH:32])[C:16]4[C:28](=[O:29])[C:27]5[C:22](=[CH:23][CH:24]=[CH:25][C:26]=5[O:30][CH3:31])[C:20](=[O:21])[C:17]=4[C:18]([OH:19])=[C:13]3[CH2:12][C@@:11]([OH:37])([C:33]([CH2:35][OH:36])=[O:34])[CH2:10]2)[CH2:5][C@H:4]([NH2:38])[C@@H:3]1[OH:39]. (2) Given the reactants Cl[C:2]1[C:11]2[C:6](=[CH:7][CH:8]=[C:9]([O:12][CH:13]3[CH2:18][CH2:17][N:16](C(OC(C)(C)C)=O)[CH2:15][CH2:14]3)[CH:10]=2)[N:5]=[CH:4][N:3]=1.C(N(CC)C(C)C)(C)C.[Cl:35][C:36]1[CH:37]=[C:38]([CH:40]=[CH:41][C:42]=1[O:43][CH2:44][C:45]1[CH:50]=[CH:49][CH:48]=[CH:47][N:46]=1)[NH2:39].Cl, predict the reaction product. The product is: [Cl:35][C:36]1[CH:37]=[C:38]([NH:39][C:2]2[C:11]3[C:6](=[CH:7][CH:8]=[C:9]([O:12][CH:13]4[CH2:14][CH2:15][NH:16][CH2:17][CH2:18]4)[CH:10]=3)[N:5]=[CH:4][N:3]=2)[CH:40]=[CH:41][C:42]=1[O:43][CH2:44][C:45]1[CH:50]=[CH:49][CH:48]=[CH:47][N:46]=1. (3) Given the reactants [CH3:1][C:2]1([CH3:10])[C:7](=[O:8])[CH2:6][C:5](=O)[CH2:4][O:3]1.S(=O)(=O)(O)O.[NH3:16], predict the reaction product. The product is: [NH2:16][C:5]1[CH2:4][O:3][C:2]([CH3:10])([CH3:1])[C:7](=[O:8])[CH:6]=1. (4) Given the reactants [CH2:1]([O:3][C:4]([N:6]1[CH2:11][CH2:10][N:9]([C:12](=[O:29])[C:13]2[CH:18]=[C:17]([OH:19])[CH:16]=[C:15]([O:20][C:21]3[CH:26]=[CH:25][C:24]([C:27]#[N:28])=[CH:23][CH:22]=3)[CH:14]=2)[CH2:8][CH2:7]1)=[O:5])[CH3:2].[Br:30][C:31]1[CH:36]=[CH:35][C:34]([CH2:37]Br)=[CH:33][CH:32]=1, predict the reaction product. The product is: [CH2:1]([O:3][C:4]([N:6]1[CH2:11][CH2:10][N:9]([C:12](=[O:29])[C:13]2[CH:14]=[C:15]([O:20][C:21]3[CH:26]=[CH:25][C:24]([C:27]#[N:28])=[CH:23][CH:22]=3)[CH:16]=[C:17]([O:19][CH2:37][C:34]3[CH:35]=[CH:36][C:31]([Br:30])=[CH:32][CH:33]=3)[CH:18]=2)[CH2:8][CH2:7]1)=[O:5])[CH3:2]. (5) Given the reactants FC(F)(F)S(O[C:7]1[CH:12]=[CH:11][C:10]([N:13]2[C:18]3=[N:19][C:20]4[C:25]([Cl:26])=[CH:24][CH:23]=[C:22]([CH:27]([O:32][CH:33]([F:35])[F:34])[C:28]([F:31])([F:30])[F:29])[C:21]=4[N:17]3[CH2:16][CH2:15][CH2:14]2)=[C:9]([CH3:36])[N:8]=1)(=O)=O.[NH:39]1[CH2:44][CH2:43][O:42][CH2:41][CH2:40]1, predict the reaction product. The product is: [Cl:26][C:25]1[C:20]2[N:19]=[C:18]3[N:13]([C:10]4[C:9]([CH3:36])=[N:8][C:7]([N:39]5[CH2:44][CH2:43][O:42][CH2:41][CH2:40]5)=[CH:12][CH:11]=4)[CH2:14][CH2:15][CH2:16][N:17]3[C:21]=2[C:22]([CH:27]([O:32][CH:33]([F:35])[F:34])[C:28]([F:29])([F:30])[F:31])=[CH:23][CH:24]=1. (6) The product is: [N+:38]([CH2:41][C@H:26]([C:25]1[CH:28]=[CH:29][CH:30]=[C:23]([O:22][CH2:21][CH2:20][CH2:19][O:18][CH2:17][C:11]2[CH:12]=[CH:13][CH:14]=[CH:15][CH:16]=2)[CH:24]=1)[OH:27])([O-:40])=[O:39]. Given the reactants Cl.C(N(C(C)C)CC)(C)C.[C:11]1([CH2:17][O:18][CH2:19][CH2:20][CH2:21][O:22][C:23]2[CH:24]=[C:25]([CH:28]=[CH:29][CH:30]=2)[CH:26]=[O:27])[CH:16]=[CH:15][CH:14]=[CH:13][CH:12]=1.FC(F)(F)C(O)=O.[N+:38]([CH3:41])([O-:40])=[O:39], predict the reaction product. (7) Given the reactants [CH:1]([N:4]([CH3:27])[C:5]1[C:6]([C:19]2[CH:20]=[N:21][C:22]([O:25][CH3:26])=[CH:23][CH:24]=2)=[N:7][C:8]2[C:13]([N:14]=1)=[CH:12][C:11]([C:15]([O:17]C)=[O:16])=[CH:10][CH:9]=2)([CH3:3])[CH3:2].[OH-].[Na+], predict the reaction product. The product is: [CH:1]([N:4]([CH3:27])[C:5]1[C:6]([C:19]2[CH:20]=[N:21][C:22]([O:25][CH3:26])=[CH:23][CH:24]=2)=[N:7][C:8]2[C:13]([N:14]=1)=[CH:12][C:11]([C:15]([OH:17])=[O:16])=[CH:10][CH:9]=2)([CH3:3])[CH3:2]. (8) Given the reactants C(N(CC)CC)C.Cl[CH2:9][CH2:10][C:11]([C:13]1[CH:18]=[CH:17][CH:16]=[CH:15][CH:14]=1)=[O:12].C(O)(=[S:21])C, predict the reaction product. The product is: [SH:21][CH2:9][CH2:10][C:11]([C:13]1[CH:18]=[CH:17][CH:16]=[CH:15][CH:14]=1)=[O:12]. (9) The product is: [CH2:1]1[S:5][C@H:4]([CH2:6][OH:7])[O:3][C@@H:2]1[N:8]1[C:13](=[O:14])[N:12]=[C:11]([NH2:15])[C:10]([F:16])=[CH:9]1.[C:17]([O-:29])(=[O:28])/[CH:18]=[CH:19]/[C:20]1[CH:27]=[CH:26][C:24]([OH:25])=[C:22]([OH:23])[CH:21]=1. Given the reactants [CH2:1]1[S:5][C@H:4]([CH2:6][OH:7])[O:3][C@@H:2]1[N:8]1[C:13](=[O:14])[N:12]=[C:11]([NH2:15])[C:10]([F:16])=[CH:9]1.[C:17]([OH:29])(=[O:28])/[CH:18]=[CH:19]/[C:20]1[CH:27]=[CH:26][C:24]([OH:25])=[C:22]([OH:23])[CH:21]=1, predict the reaction product.